Dataset: Forward reaction prediction with 1.9M reactions from USPTO patents (1976-2016). Task: Predict the product of the given reaction. (1) Given the reactants [Cl-].[Al+3].[Cl-].[Cl-].[CH3:5][C:6]1[CH:13]=[CH:12][CH:11]=[CH:10][C:7]=1[CH:8]=[O:9].[Br:14]Br, predict the reaction product. The product is: [Br:14][C:11]1[CH:12]=[CH:13][C:6]([CH3:5])=[C:7]([CH:10]=1)[CH:8]=[O:9]. (2) Given the reactants [OH:1]S(O)(=O)=O.[F:6][C:7]1[CH:12]=[CH:11][C:10]([C:13]2[CH:14]=[C:15]([CH2:21][C:22]3[CH:23]=[N:24][C:25]([CH2:28][C:29]#[N:30])=[N:26][CH:27]=3)[CH:16]=[N:17][C:18]=2[O:19][CH3:20])=[CH:9][CH:8]=1, predict the reaction product. The product is: [F:6][C:7]1[CH:12]=[CH:11][C:10]([C:13]2[CH:14]=[C:15]([CH2:21][C:22]3[CH:27]=[N:26][C:25]([CH2:28][C:29]([NH2:30])=[O:1])=[N:24][CH:23]=3)[CH:16]=[N:17][C:18]=2[O:19][CH3:20])=[CH:9][CH:8]=1. (3) Given the reactants Br[C:2]1[CH:7]=[CH:6][C:5]([NH:8][C:9]2[O:10][C:11]3[CH:17]=[CH:16][C:15]([CH3:18])=[CH:14][C:12]=3[N:13]=2)=[CH:4][CH:3]=1.[CH3:19][Si:20]([CH3:42])([CH3:41])[CH2:21][CH2:22][O:23][C:24]([C@@H:26]1[CH2:31][CH2:30][CH2:29][CH2:28][C@H:27]1[C:32](=[O:40])[C:33]1[CH:38]=[CH:37][C:36](Br)=[CH:35][CH:34]=1)=[O:25].C([O-])(O)=O.[Na+].ClCCl, predict the reaction product. The product is: [CH3:19][Si:20]([CH3:42])([CH3:41])[CH2:21][CH2:22][O:23][C:24]([C@@H:26]1[CH2:31][CH2:30][CH2:29][CH2:28][C@H:27]1[C:32]([C:33]1[CH:34]=[CH:35][C:36]([C:2]2[CH:7]=[CH:6][C:5]([NH:8][C:9]3[O:10][C:11]4[CH:17]=[CH:16][C:15]([CH3:18])=[CH:14][C:12]=4[N:13]=3)=[CH:4][CH:3]=2)=[CH:37][CH:38]=1)=[O:40])=[O:25].